From a dataset of Catalyst prediction with 721,799 reactions and 888 catalyst types from USPTO. Predict which catalyst facilitates the given reaction. (1) Reactant: [C:1]([Si:5]([C:16]1[CH:21]=[CH:20][CH:19]=[CH:18][CH:17]=1)([C:10]1[CH:15]=[CH:14][CH:13]=[CH:12][CH:11]=1)[O:6][CH2:7][CH2:8][OH:9])([CH3:4])([CH3:3])[CH3:2].C1C=CC(P(C2C=CC=CC=2)C2C=CC=CC=2)=CC=1.[N+:41]([C:44]1[N:49]=[CH:48][C:47](O)=[CH:46][CH:45]=1)([O-:43])=[O:42].CC(OC(/N=N/C(OC(C)C)=O)=O)C. Product: [C:1]([Si:5]([C:10]1[CH:11]=[CH:12][CH:13]=[CH:14][CH:15]=1)([C:16]1[CH:21]=[CH:20][CH:19]=[CH:18][CH:17]=1)[O:6][CH2:7][CH2:8][O:9][C:47]1[CH:46]=[CH:45][C:44]([N+:41]([O-:43])=[O:42])=[N:49][CH:48]=1)([CH3:4])([CH3:2])[CH3:3]. The catalyst class is: 1. (2) Reactant: Cl.[CH:2]([C:5]1[CH:10]=[CH:9][C:8]([CH:11]2[C:15]3([CH2:20][CH2:19][NH:18][CH2:17][CH2:16]3)[O:14][C:13]3[C:21]([CH3:28])=[C:22]([CH3:27])[C:23]([OH:26])=[C:24]([CH3:25])[C:12]2=3)=[CH:7][CH:6]=1)([CH3:4])[CH3:3].[CH2:29]=O.[OH-].[Na+]. Product: [CH:2]([C:5]1[CH:6]=[CH:7][C:8]([CH:11]2[C:15]3([CH2:16][CH2:17][N:18]([CH3:29])[CH2:19][CH2:20]3)[O:14][C:13]3[C:21]([CH3:28])=[C:22]([CH3:27])[C:23]([OH:26])=[C:24]([CH3:25])[C:12]2=3)=[CH:9][CH:10]=1)([CH3:4])[CH3:3]. The catalyst class is: 106. (3) Reactant: [N+:1]([C:4]1[CH:9]=[CH:8][C:7]([C@H:10]2[C@H:15]([NH:16][S:17]([CH:20]([CH3:22])[CH3:21])(=[O:19])=[O:18])[CH2:14][CH2:13][NH:12][CH2:11]2)=[CH:6][CH:5]=1)([O-:3])=[O:2].C(N(CC)CC)C.[C:30](Cl)(=[O:32])[CH3:31]. Product: [C:30]([N:12]1[CH2:13][CH2:14][C@@H:15]([NH:16][S:17]([CH:20]([CH3:22])[CH3:21])(=[O:19])=[O:18])[C@H:10]([C:7]2[CH:6]=[CH:5][C:4]([N+:1]([O-:3])=[O:2])=[CH:9][CH:8]=2)[CH2:11]1)(=[O:32])[CH3:31]. The catalyst class is: 2. (4) Reactant: [N:1]1([C:8]([C:10]2[CH:15]=[CH:14][C:13]([I:16])=[CH:12][CH:11]=2)=[O:9])[CH2:7][CH2:6][CH2:5][NH:4][CH2:3][CH2:2]1.[CH3:17][O:18][CH2:19][CH2:20]Br. Product: [I:16][C:13]1[CH:14]=[CH:15][C:10]([C:8]([N:1]2[CH2:7][CH2:6][CH2:5][N:4]([CH2:20][CH2:19][O:18][CH3:17])[CH2:3][CH2:2]2)=[O:9])=[CH:11][CH:12]=1. The catalyst class is: 44. (5) Reactant: [F:1][C:2]1[CH:3]=[CH:4][C:5]([OH:11])=[C:6](B(O)O)[CH:7]=1.Br[C:13]1[C:14]([N+:24]([O-:26])=[O:25])=[N:15][N:16]([CH:18]2[CH2:23][CH2:22][CH2:21][CH2:20][O:19]2)[CH:17]=1.BrC1C=NN(C2CCCCO2)C=1[N+]([O-])=O.C(=O)([O-])[O-].[K+].[K+]. Product: [F:1][C:2]1[CH:3]=[CH:4][C:5]([OH:11])=[C:6]([C:13]2[C:14]([N+:24]([O-:26])=[O:25])=[N:15][N:16]([CH:18]3[CH2:23][CH2:22][CH2:21][CH2:20][O:19]3)[CH:17]=2)[CH:7]=1. The catalyst class is: 108. (6) Product: [F:1][C:2]1[CH:3]=[C:4]([C:8]2[C:12]3=[N:13][C:14]([C:24]([OH:25])=[O:27])=[CH:15][CH:16]=[C:11]3[NH:10][N:9]=2)[CH:5]=[CH:6][CH:7]=1. The catalyst class is: 211. Reactant: [F:1][C:2]1[CH:3]=[C:4]([C:8]2[C:12]3=[N:13][C:14](C#N)=[CH:15][CH:16]=[C:11]3[NH:10][N:9]=2)[CH:5]=[CH:6][CH:7]=1.S(=O)(=O)(O)O.[C:24](=[O:27])([O-])[OH:25].[Na+]. (7) Reactant: [CH3:1][N:2]1[CH2:7][CH2:6][N:5]([C:8]([C:10]2([NH:15]C(=O)OC(C)(C)C)[CH2:14][CH2:13][CH2:12][CH2:11]2)=[O:9])[CH2:4][CH2:3]1.[ClH:23]. Product: [ClH:23].[ClH:23].[NH2:15][C:10]1([C:8]([N:5]2[CH2:6][CH2:7][N:2]([CH3:1])[CH2:3][CH2:4]2)=[O:9])[CH2:14][CH2:13][CH2:12][CH2:11]1. The catalyst class is: 25. (8) Reactant: [Cl:1][C:2]1[C:7]2[C:8](=[O:22])[N:9]([CH2:11][C:12]3[CH:17]=[CH:16][C:15]([O:18][CH3:19])=[CH:14][C:13]=3[O:20][CH3:21])[CH2:10][C:6]=2[C:5]([F:23])=[C:4](Cl)[N:3]=1.Cl.[F:26][C:27]1([F:35])[CH2:32][CH2:31][CH2:30][C@@H:29]([NH2:33])[C@H:28]1[NH2:34].CCN(C(C)C)C(C)C. Product: [NH2:34][C@H:28]1[C:27]([F:35])([F:26])[CH2:32][CH2:31][CH2:30][C@H:29]1[NH:33][C:4]1[N:3]=[C:2]([Cl:1])[C:7]2[C:8](=[O:22])[N:9]([CH2:11][C:12]3[CH:17]=[CH:16][C:15]([O:18][CH3:19])=[CH:14][C:13]=3[O:20][CH3:21])[CH2:10][C:6]=2[C:5]=1[F:23]. The catalyst class is: 10.